Dataset: Forward reaction prediction with 1.9M reactions from USPTO patents (1976-2016). Task: Predict the product of the given reaction. (1) Given the reactants O.C([O:9][C:10]1[C:11]([C:42]2[CH:47]=[CH:46][C:45]([F:48])=[CH:44][CH:43]=2)=[CH:12][C:13]([CH2:40][CH3:41])=[C:14]([CH:39]=1)[O:15][CH2:16][CH2:17][CH2:18][O:19][C:20]1[C:21]([CH2:36][CH2:37][CH3:38])=[C:22]([NH:26][C:27](=[O:35])[CH2:28][C:29]([CH3:34])([CH3:33])[C:30]([OH:32])=[O:31])[CH:23]=[CH:24][CH:25]=1)C1C=CC=CC=1.[H][H], predict the reaction product. The product is: [CH2:40]([C:13]1[CH:12]=[C:11]([C:42]2[CH:43]=[CH:44][C:45]([F:48])=[CH:46][CH:47]=2)[C:10]([OH:9])=[CH:39][C:14]=1[O:15][CH2:16][CH2:17][CH2:18][O:19][C:20]1[C:21]([CH2:36][CH2:37][CH3:38])=[C:22]([NH:26][C:27](=[O:35])[CH2:28][C:29]([CH3:34])([CH3:33])[C:30]([OH:32])=[O:31])[CH:23]=[CH:24][CH:25]=1)[CH3:41]. (2) Given the reactants CC1C=CC(S(O[CH2:12][CH:13]2[CH2:17][C:16]3[CH:18]=[CH:19][CH:20]=[C:21]([C:22]4[CH:27]=[CH:26][C:25]([Cl:28])=[CH:24][C:23]=4[Cl:29])[C:15]=3[O:14]2)(=O)=O)=CC=1.[CH3:30][NH2:31], predict the reaction product. The product is: [CH3:30][NH:31][CH2:12][CH:13]1[CH2:17][C:16]2[CH:18]=[CH:19][CH:20]=[C:21]([C:22]3[CH:27]=[CH:26][C:25]([Cl:28])=[CH:24][C:23]=3[Cl:29])[C:15]=2[O:14]1. (3) Given the reactants [CH3:1][NH:2][C:3]([C:5]1[CH:6]=[C:7]2[C:11](=[CH:12][CH:13]=1)[N:10]([CH:14]1[CH2:19][CH2:18][N:17](C(OCC3C=CC=CC=3)=O)[CH2:16][CH2:15]1)[C:9](=[O:30])[CH2:8]2)=[O:4], predict the reaction product. The product is: [CH3:1][NH:2][C:3]([C:5]1[CH:6]=[C:7]2[C:11](=[CH:12][CH:13]=1)[N:10]([CH:14]1[CH2:19][CH2:18][NH:17][CH2:16][CH2:15]1)[C:9](=[O:30])[CH2:8]2)=[O:4]. (4) Given the reactants [C:1]([O:5][C:6]([N:8]1[CH2:13][CH2:12][C:11]([F:15])([F:14])[CH:10]([CH2:16][OH:17])[CH2:9]1)=[O:7])([CH3:4])([CH3:3])[CH3:2].[H-].[Na+].[CH2:20]([C:24]1[N:25]=[N:26][C:27](Cl)=[CH:28][C:29]=1[C:30]1[CH:35]=[CH:34][C:33]([O:36][CH:37]2[CH2:42][CH2:41][CH2:40][CH2:39][CH2:38]2)=[CH:32][CH:31]=1)[CH2:21][CH2:22][CH3:23], predict the reaction product. The product is: [C:1]([O:5][C:6]([N:8]1[CH2:13][CH2:12][C:11]([F:14])([F:15])[CH:10]([CH2:16][O:17][C:27]2[N:26]=[N:25][C:24]([CH2:20][CH2:21][CH2:22][CH3:23])=[C:29]([C:30]3[CH:31]=[CH:32][C:33]([O:36][CH:37]4[CH2:42][CH2:41][CH2:40][CH2:39][CH2:38]4)=[CH:34][CH:35]=3)[CH:28]=2)[CH2:9]1)=[O:7])([CH3:4])([CH3:3])[CH3:2].